Dataset: Full USPTO retrosynthesis dataset with 1.9M reactions from patents (1976-2016). Task: Predict the reactants needed to synthesize the given product. (1) Given the product [Br:1][C:2]1[CH:9]=[CH:8][C:5]([CH2:6][NH:20][CH:17]2[CH2:19][CH2:18]2)=[C:4]([O:10][C:11]2[CH:12]=[N:13][CH:14]=[CH:15][CH:16]=2)[CH:3]=1, predict the reactants needed to synthesize it. The reactants are: [Br:1][C:2]1[CH:9]=[CH:8][C:5]([CH:6]=O)=[C:4]([O:10][C:11]2[CH:12]=[N:13][CH:14]=[CH:15][CH:16]=2)[CH:3]=1.[CH:17]1([NH2:20])[CH2:19][CH2:18]1.C(O)(=O)C.[BH-](OC(C)=O)(OC(C)=O)OC(C)=O.[Na+]. (2) Given the product [Si:23]([CH2:22][C:9]([CH2:10][OH:11])([CH2:8][OH:7])[CH2:12][N:13]1[CH:20]=[C:19]([F:21])[C:17]([NH2:18])=[N:16][C:14]1=[O:15])([C:36]([CH3:37])([CH3:38])[CH3:39])([C:24]1[CH:29]=[CH:28][CH:27]=[CH:26][CH:25]=1)[C:30]1[CH:35]=[CH:34][CH:33]=[CH:32][CH:31]=1, predict the reactants needed to synthesize it. The reactants are: C(O)(=O)C.CC1(C)[O:11][CH2:10][C:9]([CH2:22][Si:23]([C:36]([CH3:39])([CH3:38])[CH3:37])([C:30]2[CH:35]=[CH:34][CH:33]=[CH:32][CH:31]=2)[C:24]2[CH:29]=[CH:28][CH:27]=[CH:26][CH:25]=2)([CH2:12][N:13]2[CH:20]=[C:19]([F:21])[C:17]([NH2:18])=[N:16][C:14]2=[O:15])[CH2:8][O:7]1.CCCCCC. (3) Given the product [NH2:1][C:2]1[C:3]([C:10]([O:12][CH3:13])=[O:11])=[N:4][C:5]([C:16]2[C:17]([F:28])=[CH:18][C:19]([O:21][CH:22]3[CH2:23][CH2:24][O:25][CH2:26][CH2:27]3)=[CH:20][C:15]=2[F:14])=[C:6]([F:8])[CH:7]=1, predict the reactants needed to synthesize it. The reactants are: [NH2:1][C:2]1[C:3]([C:10]([O:12][CH3:13])=[O:11])=[N:4][C:5](Br)=[C:6]([F:8])[CH:7]=1.[F:14][C:15]1[CH:20]=[C:19]([O:21][CH:22]2[CH2:27][CH2:26][O:25][CH2:24][CH2:23]2)[CH:18]=[C:17]([F:28])[C:16]=1B1OC(C)(C)C(C)(C)O1. (4) Given the product [CH2:42]([O:44][C:45](=[O:48])[CH2:46][C:2]1[C:10]2[O:9][CH:8]=[CH:7][C:6]=2[CH:5]=[C:4]([O:11][CH3:12])[CH:3]=1)[CH3:43], predict the reactants needed to synthesize it. The reactants are: Br[C:2]1[C:10]2[O:9][CH:8]=[CH:7][C:6]=2[CH:5]=[C:4]([O:11][CH3:12])[CH:3]=1.C1(P(C2CCCCC2)C2C=CC=CC=2C2C=CC=CC=2N(C)C)CCCCC1.[Br-].[CH2:42]([O:44][C:45](=[O:48])[CH2:46][Zn+])[CH3:43]. (5) Given the product [ClH:19].[NH2:7][CH2:8][CH2:9][CH2:10][N:11]([CH:21]([C:25]1[N:30]([CH2:31][C:32]2[CH:37]=[CH:36][CH:35]=[CH:34][CH:33]=2)[C:29](=[O:38])[C:28]2=[C:39]([Cl:42])[CH:40]=[CH:41][N:27]2[N:26]=1)[CH:22]1[CH2:23][CH2:24]1)[C:12](=[O:20])[C:13]1[CH:14]=[CH:15][C:16]([Cl:19])=[CH:17][CH:18]=1, predict the reactants needed to synthesize it. The reactants are: C(OC(=O)[NH:7][CH2:8][CH2:9][CH2:10][N:11]([CH:21]([C:25]1[N:30]([CH2:31][C:32]2[CH:37]=[CH:36][CH:35]=[CH:34][CH:33]=2)[C:29](=[O:38])[C:28]2=[C:39]([Cl:42])[CH:40]=[CH:41][N:27]2[N:26]=1)[CH:22]1[CH2:24][CH2:23]1)[C:12](=[O:20])[C:13]1[CH:18]=[CH:17][C:16]([Cl:19])=[CH:15][CH:14]=1)(C)(C)C.Cl.O1CCOCC1.